From a dataset of Forward reaction prediction with 1.9M reactions from USPTO patents (1976-2016). Predict the product of the given reaction. (1) Given the reactants [CH3:1][C:2]1([C:21]2[CH:25]=[CH:24][S:23][CH:22]=2)[C:8]2[CH:9]=[C:10]([C:13]3[NH:17][C:16]([C:18]#[N:19])=[CH:15][CH:14]=3)[CH:11]=[CH:12][C:7]=2[NH:6][C:5](=O)[CH2:4][O:3]1.COC1C=CC(P2(SP(C3C=CC(OC)=CC=3)(=S)S2)=[S:35])=CC=1, predict the reaction product. The product is: [CH3:1][C:2]1([C:21]2[CH:25]=[CH:24][S:23][CH:22]=2)[C:8]2[CH:9]=[C:10]([C:13]3[NH:17][C:16]([C:18]#[N:19])=[CH:15][CH:14]=3)[CH:11]=[CH:12][C:7]=2[NH:6][C:5](=[S:35])[CH2:4][O:3]1. (2) The product is: [C:1]([O:5][C:6]([N:8]1[CH2:12][CH2:11][CH2:10][CH:9]1[CH2:13][NH:14][C:15]1[C:16]2[N:17]([N:21]=[C:22]([NH:38][C:35]3[CH:34]=[CH:33][C:32]([N:29]4[CH2:28][CH2:27][N:26]([CH3:25])[CH2:31][CH2:30]4)=[CH:37][CH:36]=3)[N:23]=2)[CH:18]=[CH:19][CH:20]=1)=[O:7])([CH3:4])([CH3:3])[CH3:2]. Given the reactants [C:1]([O:5][C:6]([N:8]1[CH2:12][CH2:11][CH2:10][CH:9]1[CH2:13][NH:14][C:15]1[C:16]2[N:17]([N:21]=[C:22](Cl)[N:23]=2)[CH:18]=[CH:19][CH:20]=1)=[O:7])([CH3:4])([CH3:3])[CH3:2].[CH3:25][N:26]1[CH2:31][CH2:30][N:29]([C:32]2[CH:37]=[CH:36][C:35]([NH2:38])=[CH:34][CH:33]=2)[CH2:28][CH2:27]1.C1(P(C2CCCCC2)C2C=CC=CC=2C2C=CC=CC=2P(C2CCCCC2)C2CCCCC2)CCCCC1, predict the reaction product. (3) Given the reactants I[C:2]1[CH:10]=[C:9]([CH2:11][CH2:12][C:13]2[CH:18]=[CH:17][CH:16]=[CH:15][CH:14]=2)[CH:8]=[CH:7][C:3]=1[C:4]([OH:6])=[O:5].[NH2:19][C:20]1[CH:21]=[C:22]2[C:26](=[CH:27][CH:28]=1)[NH:25][N:24]=[CH:23]2.N1CCC[C@H]1C(O)=O.C(=O)([O-])[O-].[K+].[K+].Cl, predict the reaction product. The product is: [NH:25]1[C:26]2[C:22](=[CH:21][C:20]([NH:19][C:2]3[CH:10]=[C:9]([CH2:11][CH2:12][C:13]4[CH:18]=[CH:17][CH:16]=[CH:15][CH:14]=4)[CH:8]=[CH:7][C:3]=3[C:4]([OH:6])=[O:5])=[CH:28][CH:27]=2)[CH:23]=[N:24]1. (4) Given the reactants CS(O[CH:6]1[CH2:10][CH2:9][N:8]([C:11]2[CH:16]=[CH:15][C:14]([Br:17])=[CH:13][N:12]=2)[CH2:7]1)(=O)=O.[CH3:18][NH:19][CH:20]([CH3:22])[CH3:21], predict the reaction product. The product is: [Br:17][C:14]1[CH:15]=[CH:16][C:11]([N:8]2[CH2:9][CH2:10][CH:6]([N:19]([CH3:18])[CH:20]([CH3:22])[CH3:21])[CH2:7]2)=[N:12][CH:13]=1.